From a dataset of Forward reaction prediction with 1.9M reactions from USPTO patents (1976-2016). Predict the product of the given reaction. The product is: [NH2:8][C:5]1[N:6]=[N:7][C:2]([N:18]2[CH:19]=[C:20]([CH3:23])[C:21](=[O:22])[C:16]([CH3:15])=[CH:17]2)=[C:3]([C:9]2[CH:14]=[CH:13][CH:12]=[CH:11][CH:10]=2)[N:4]=1. Given the reactants Br[C:2]1[N:7]=[N:6][C:5]([NH2:8])=[N:4][C:3]=1[C:9]1[CH:14]=[CH:13][CH:12]=[CH:11][CH:10]=1.[CH3:15][C:16]1[CH:17]=[N:18][CH:19]=[C:20]([CH3:23])[C:21]=1[OH:22].C([O-])([O-])=O.[K+].[K+], predict the reaction product.